From a dataset of Rat liver microsome stability data. Regression/Classification. Given a drug SMILES string, predict its absorption, distribution, metabolism, or excretion properties. Task type varies by dataset: regression for continuous measurements (e.g., permeability, clearance, half-life) or binary classification for categorical outcomes (e.g., BBB penetration, CYP inhibition). Dataset: rlm. (1) The compound is CS(=O)(=O)N1CCN(C(=O)c2cnc3ccc(F)cc3c2N2CCC(C#N)(c3ccccc3)CC2)CC1. The result is 1 (stable in rat liver microsomes). (2) The molecule is COc1ccc(C[C@@H]2C(=O)N[C@H](C)C(=O)N(C)[C@@H]3C(=O)N(C)[C@@H](Cc4ccc(O)c(c4)Oc4ccc(cc4)[C@H]3O)C(=O)N[C@@H](C)C(=O)N[C@H](C)C(=O)N2C)cc1. The result is 1 (stable in rat liver microsomes).